From a dataset of CYP3A4 inhibition data for predicting drug metabolism from PubChem BioAssay. Regression/Classification. Given a drug SMILES string, predict its absorption, distribution, metabolism, or excretion properties. Task type varies by dataset: regression for continuous measurements (e.g., permeability, clearance, half-life) or binary classification for categorical outcomes (e.g., BBB penetration, CYP inhibition). Dataset: cyp3a4_veith. The molecule is CC(C)NC(=O)N1CC[C@@]2(CCCN(S(C)(=O)=O)C2)C1. The result is 0 (non-inhibitor).